The task is: Predict which catalyst facilitates the given reaction.. This data is from Catalyst prediction with 721,799 reactions and 888 catalyst types from USPTO. Reactant: C([O-])(=O)C.[NH4+].[CH3:6][C:7]1([CH3:15])[C:12](=O)[CH:11]([CH3:14])[CH2:10][NH:9][CH2:8]1.C([BH3-])#[N:17].[Na+]. Product: [NH2:17][CH:12]1[CH:11]([CH3:14])[CH2:10][NH:9][CH2:8][C:7]1([CH3:15])[CH3:6]. The catalyst class is: 5.